Dataset: Peptide-MHC class I binding affinity with 185,985 pairs from IEDB/IMGT. Task: Regression. Given a peptide amino acid sequence and an MHC pseudo amino acid sequence, predict their binding affinity value. This is MHC class I binding data. The MHC is HLA-A31:01 with pseudo-sequence HLA-A31:01. The binding affinity (normalized) is 0.965. The peptide sequence is KIKLILANK.